This data is from Human Reference Interactome with 51,813 positive PPI pairs across 8,248 proteins, plus equal number of experimentally-validated negative pairs. The task is: Binary Classification. Given two protein amino acid sequences, predict whether they physically interact or not. (1) Protein 2 (ENSG00000110218) has sequence MAIAQLATEYVFSDFLLKEPTEPKFKGLRLELAVDKMVTCIAVGLPLLLISLAFAQEISIGTQISCFSPSSFSWRQAAFVDSYCWAAVQQKNSLQSESGNLPLWLHKFFPYILLLFAILLYLPPLFWRFAAAPHICSDLKFIMEELDKVYNRAIKAAKSARDLDMRDGACSVPGVTENLGQSLWEVSESHFKYPIVEQYLKTKKNSNNLIIKYISCRLLTLIIILLACIYLGYYFSLSSLSDEFVCSIKSGILRNDSTVPDQFQCKLIAVGIFQLLSVINLVVYVLLAPVVVYTLFVPFR.... Protein 1 (ENSG00000105371) has sequence MGSLFPLSLLFFLAAAYPGVGSALGRRTKRAQSPKGSPLAPSGTSVPFWVRMSPEFVAVQPGKSVQLNCSNSCPQPQNSSLRTPLRQGKTLRGPGWVSYQLLDVRAWSSLAHCLVTCAGKTRWATSRITAYSVPGGLLGGDPEAWKPGHLFRKPGALHRPGSGQRDLDLRVCCWTPRLLAARDLPRAPQSRRPGGPQQLGTHYTDARLEPRAHSFGLRFHRCPCRDPPHCGRCVPMQVPSYEVPGVKGDVLCRLSEKKRNMKQSGEMAIHGG*MGSLFPLSLLFFLAAAYPGVGSALGRR.... Result: 0 (the proteins do not interact). (2) Protein 2 (ENSG00000104388) has sequence MAYAYLFKYIIIGDTGVGKSCLLLQFTDKRFQPVHDLTIGVEFGARMITIDGKQIKLQIWDTAGQESFRSITRSYYRGAAGALLVYDITRRDTFNHLTTWLEDARQHSNSNMVIMLIGNKSDLESRREVKKEEGEAFAREHGLIFMETSAKTASNVEEAFINTAKEIYEKIQEGVFDINNEANGIKIGPQHAATNATHAGNQGGQQAGGGCC*XRDTFNHLTTWLEDARQHSNSNMVIMLIGNKSDLESRREVKKEEGEAFAREHGLIFMETSAKTASNVEEAFINTAKEIYEKIQEGVF.... Protein 1 (ENSG00000171161) has sequence MFATSGAVAAGKPYSCSECGKSFCYSSVLLRHERAHGGDGRFRCLECGERCARAADLRAHRRTHAGQTLYICSECGQSFRHSGRLDLHLGAHRQRCRTCPCRTCGRRFPHLPALLLHRRRQHLPERPRRCPLCARTFRQSALLFHQARAHPLGTTSDPAAPPHRCAQCPRAFRSGAGLRSHARIHVSRSPTRPRVSDAHQCGVCGKCFGKSSTLTRHLQTHSGEKPFKCPECGKGFLESATLVRHQRTHTGEKPYACGDCGRCFSESSTLLRHRRSHQGERPHACATCGKGFGQRSDLVV.... Result: 0 (the proteins do not interact). (3) Protein 1 (ENSG00000171124) has sequence MDPLGAAKPQWPWRRCLAALLFQLLVAVCFFSYLRVSRDDATGSPRAPSGSSRQDTTPTRPTLLILLRTWPFHIPVALSRCSEMVPGTADCHITADRKVYPQADMVIVHHWDIMSNPKSRLPPSPRPQGQRWIWFNLEPPPNCQHLEALDRYFNLTMSYRSDSDIFTPYGWLEPWSGQPAHPPLNLSAKTELVAWAVSNWKPDSARVRYYQSLQAHLKVDVYGRSHKPLPKGTMMETLSRYKFYLAFENSLHPDYITEKLWRNALEAWAVPVVLGPSRSNYERFLPPDAFIHVDDFQSPK.... Protein 2 (ENSG00000149534) has sequence MDTESNRRANLALPQEPSSVPAFEVLEISPQEVSSGRLLKSASSPPLHTWLTVLKKEQEFLGVTQILTAMICLCFGTVVCSVLDISHIEGDIFSSFKAGYPFWGAIFFSISGMLSIISERRNATYLVRGSLGANTASSIAGGTGITILIINLKKSLAYIHIHSCQKFFETKCFMASFSTEIVVMMLFLTILGLGSAVSLTICGAGEELKGNKVPEDRVYEELNIYSATYSELEDPGEMSPPIDL*MDTESNRRANLALPQEPSSVPAFEVLEISPQEVSSGRLLKSMDTESNRRANLALP.... Result: 0 (the proteins do not interact).